This data is from Full USPTO retrosynthesis dataset with 1.9M reactions from patents (1976-2016). The task is: Predict the reactants needed to synthesize the given product. (1) Given the product [CH3:1][C:2]1[C:3]([CH2:14][S:15]([C:17]2[N:18]([CH2:29][OH:30])[C:19]3[CH:25]=[CH:24][CH:23]=[CH:22][C:20]=3[N:21]=2)=[O:16])=[N:4][CH:5]=[CH:6][C:7]=1[O:8][CH2:9][C:10]([F:13])([F:11])[F:12], predict the reactants needed to synthesize it. The reactants are: [CH3:1][C:2]1[C:3]([CH2:14][S:15]([C:17]2[NH:21][C:20]3[CH:22]=[CH:23][CH:24]=[CH:25][C:19]=3[N:18]=2)=[O:16])=[N:4][CH:5]=[CH:6][C:7]=1[O:8][CH2:9][C:10]([F:13])([F:12])[F:11].ClCCl.[CH2:29]=[O:30]. (2) Given the product [CH3:2][C:3]1([CH3:5])[CH2:4][N:9]([C:10]2[CH:11]=[N:12][CH:13]=[CH:14][C:15]=2[CH3:16])[C:7](=[O:8])[NH:6]1, predict the reactants needed to synthesize it. The reactants are: Cl[CH2:2][C:3]([NH:6][C:7]([NH:9][C:10]1[CH:11]=[N:12][CH:13]=[CH:14][C:15]=1[CH3:16])=[O:8])([CH3:5])[CH3:4].[H-].[Na+].CO. (3) Given the product [CH2:27]([O:29][C:30](=[O:55])[C:2]1[CH:7]=[CH:6][C:5]([C:8]2[N:9]=[C:10]3[C:15](=[N:16][CH:17]=2)[N:14]=[C:13]([S:18]([CH3:20])=[O:19])[N:12]=[C:11]3[NH:21][CH2:22][C:23]([F:24])([F:25])[F:26])=[CH:4][CH:3]=1)[CH3:28], predict the reactants needed to synthesize it. The reactants are: F[C:2]1[CH:7]=[CH:6][C:5]([C:8]2[N:9]=[C:10]3[C:15](=[N:16][CH:17]=2)[N:14]=[C:13]([S:18]([CH3:20])=[O:19])[N:12]=[C:11]3[NH:21][CH2:22][C:23]([F:26])([F:25])[F:24])=[CH:4][CH:3]=1.[CH2:27]([O:29][C:30](=[O:55])C1C=CC(C2N=C3C(=NC=2)N=C(SC)N=C3NCC(F)(F)F)=CC=1)[CH3:28]. (4) Given the product [CH3:17][C:10]1[CH:11]=[C:12]([CH3:16])[CH:13]=[C:14]([CH3:15])[C:9]=1[S:6]([NH:4][CH:3]([CH2:5][NH:30][C:25]1[CH:26]=[CH:27][CH:28]=[C:29]2[C:24]=1[CH:23]=[CH:22][CH:21]=[N:20]2)[C:2]([F:19])([F:18])[F:1])(=[O:8])=[O:7], predict the reactants needed to synthesize it. The reactants are: [F:1][C:2]([F:19])([F:18])[CH:3]1[CH2:5][N:4]1[S:6]([C:9]1[C:14]([CH3:15])=[CH:13][C:12]([CH3:16])=[CH:11][C:10]=1[CH3:17])(=[O:8])=[O:7].[N:20]1[C:29]2[C:24](=[C:25]([NH2:30])[CH:26]=[CH:27][CH:28]=2)[CH:23]=[CH:22][CH:21]=1.C[Si]([N-][Si](C)(C)C)(C)C.[Na+].O.